This data is from Catalyst prediction with 721,799 reactions and 888 catalyst types from USPTO. The task is: Predict which catalyst facilitates the given reaction. (1) Reactant: [NH2:1][C:2]1([C:8]([OH:10])=[O:9])[CH2:7][CH2:6][CH2:5][CH2:4][CH2:3]1.[C:11]([Cl:14])(=O)C. Product: [ClH:14].[NH2:1][C:2]1([C:8]([O:10][CH3:11])=[O:9])[CH2:7][CH2:6][CH2:5][CH2:4][CH2:3]1. The catalyst class is: 5. (2) Reactant: [Cl:1][C:2]1[CH:7]=[CH:6][CH:5]=[C:4]([Cl:8])[N:3]=1.C(NC(C)C)(C)C.[Li].[Cl:17][C:18]1[CH:25]=[CH:24][CH:23]=[CH:22][C:19]=1[CH:20]=[O:21]. Product: [Cl:17][C:18]1[CH:25]=[CH:24][CH:23]=[CH:22][C:19]=1[CH:20]([C:7]1[C:2]([Cl:1])=[N:3][C:4]([Cl:8])=[CH:5][CH:6]=1)[OH:21]. The catalyst class is: 1. (3) Reactant: [OH:1][C:2]1[C:7](=[O:8])[N:6]2[CH2:9][CH2:10][CH2:11][CH2:12][C:5]2=[N:4][C:3]=1[C:13]([O:15]C)=O.[F:17][C:18]1[CH:25]=[CH:24][C:21]([CH2:22][NH2:23])=[CH:20][CH:19]=1. Product: [F:17][C:18]1[CH:25]=[CH:24][C:21]([CH2:22][NH:23][C:13]([C:3]2[N:4]=[C:5]3[CH2:12][CH2:11][CH2:10][CH2:9][N:6]3[C:7](=[O:8])[C:2]=2[OH:1])=[O:15])=[CH:20][CH:19]=1. The catalyst class is: 5. (4) Reactant: [C:1]1([CH2:11][O:12][CH2:13][C:14]2[O:18][N:17]=[C:16]([C:19]([OH:21])=O)[CH:15]=2)[C:10]2[C:5](=[CH:6][CH:7]=[CH:8][CH:9]=2)[CH:4]=[CH:3][CH:2]=1.Cl.[O:23]1[CH2:27][CH2:26][CH:25]([CH2:28][NH2:29])[CH2:24]1.C(N(CC)CC)C.ON1C2C=CC=CC=2N=N1.Cl.C(N=C=NCCCN(C)C)C. Product: [O:23]1[CH2:27][CH2:26][CH:25]([CH2:28][NH:29][C:19]([C:16]2[CH:15]=[C:14]([CH2:13][O:12][CH2:11][C:1]3[C:10]4[C:5](=[CH:6][CH:7]=[CH:8][CH:9]=4)[CH:4]=[CH:3][CH:2]=3)[O:18][N:17]=2)=[O:21])[CH2:24]1. The catalyst class is: 22.